Dataset: Full USPTO retrosynthesis dataset with 1.9M reactions from patents (1976-2016). Task: Predict the reactants needed to synthesize the given product. (1) Given the product [NH2:21][CH2:20][C@@H:4]1[O:3][C:2](=[O:1])[N:6]([C:7]2[CH:12]=[CH:11][C:10]([N:13]3[CH2:18][CH2:17][O:16][CH2:15][C:14]3=[O:19])=[CH:9][CH:8]=2)[CH2:5]1, predict the reactants needed to synthesize it. The reactants are: [O:1]=[C:2]1[N:6]([C:7]2[CH:12]=[CH:11][C:10]([N:13]3[CH2:18][CH2:17][O:16][CH2:15][C:14]3=[O:19])=[CH:9][CH:8]=2)[CH2:5][C@H:4]([CH2:20][N:21]2C(=O)C3C(=CC=CC=3)C2=O)[O:3]1.O.CN.[Cl-].[Na+]. (2) Given the product [CH3:18][O:17][C:12]1[C:11]2[CH:10]=[C:9]([CH3:19])[NH:8][C:16]=2[CH:15]=[CH:14][N:13]=1, predict the reactants needed to synthesize it. The reactants are: C([N:8]1[C:16]2[CH:15]=[CH:14][N:13]=[C:12]([O:17][CH3:18])[C:11]=2[CH:10]=[C:9]1[CH3:19])C1C=CC=CC=1.CC([O-])(C)C.[K+].O=O. (3) Given the product [C:55]([O:11][C:9](=[O:10])[C@@H:8]([CH2:12][C:13]1[C:14]2[CH:21]=[CH:20][CH:19]=[CH:18][C:15]=2[S:16][CH:17]=1)[CH2:7][C:6]([N:37]1[CH2:38][CH2:39][CH:62]([N:29]2[CH2:30][CH2:31][CH2:32][CH2:33][CH2:34]2)[CH2:41][CH2:40]1)=[O:22])([CH3:58])([CH3:56])[CH3:54], predict the reactants needed to synthesize it. The reactants are: C(O[C:6](=[O:22])[CH2:7][CH:8]([CH2:12][C:13]1[C:14]2[CH:21]=[CH:20][CH:19]=[CH:18][C:15]=2[S:16][CH:17]=1)[C:9]([OH:11])=[O:10])(C)(C)C.[N:29]1([N:29]2[CH2:34][CH2:33][CH2:32][CH2:31][CH2:30]2)[CH2:34][CH2:33][CH2:32][CH2:31][CH2:30]1.C([N:37]([CH2:40][CH3:41])[CH2:38][CH3:39])C.C(OP(ON1[C:56](=O)[C:55]2[CH:58]=CC=C[C:54]=2N=N1)(OCC)=O)C.[CH2:62](Cl)Cl. (4) Given the product [Cl:22][C:17]1[CH:16]=[C:15]([CH:10]([C:11]([F:14])([F:12])[F:13])/[CH:9]=[CH:8]/[C:6]2[CH:7]=[CH:2][C:3]([CH2:23][NH:24][C:25](=[O:27])[CH3:26])=[CH:4][CH:5]=2)[CH:20]=[C:19]([Cl:21])[CH:18]=1, predict the reactants needed to synthesize it. The reactants are: Cl[C:2]1[CH:7]=[C:6](/[CH:8]=[CH:9]/[CH:10]([C:15]2[CH:20]=[C:19]([Cl:21])[CH:18]=[C:17]([Cl:22])[CH:16]=2)[C:11]([F:14])([F:13])[F:12])[CH:5]=[CH:4][C:3]=1[CH2:23][NH2:24].[C:25](OC(=O)C)(=[O:27])[CH3:26]. (5) Given the product [F:1][CH:2]([CH2:6][CH2:7][C:8]1[CH:13]=[CH:12][CH:11]=[CH:10][CH:9]=1)[C:3]([N:15]1[CH2:19][CH2:18][C@H:17]([S:20][C:21]2[CH:26]=[CH:25][C:24]([OH:27])=[CH:23][CH:22]=2)[CH2:16]1)=[O:5], predict the reactants needed to synthesize it. The reactants are: [F:1][CH:2]([CH2:6][CH2:7][C:8]1[CH:13]=[CH:12][CH:11]=[CH:10][CH:9]=1)[C:3]([OH:5])=O.Br.[NH:15]1[CH2:19][CH2:18][C@H:17]([S:20][C:21]2[CH:26]=[CH:25][C:24]([OH:27])=[CH:23][CH:22]=2)[CH2:16]1. (6) Given the product [C:16]([NH:23][C:24]1[S:25][C:26]([CH:4]=[CH2:5])=[C:27]([C:29]([O:31][CH2:32][P:33]([O:38][CH2:39][CH3:40])([O:35][CH2:36][CH3:37])=[O:34])=[O:30])[N:28]=1)([O:18][C:19]([CH3:22])([CH3:21])[CH3:20])=[O:17], predict the reactants needed to synthesize it. The reactants are: NC1S[C:4](Br)=[C:5](C(OCP(O)(O)=O)=O)N=1.[C:16]([NH:23][C:24]1[S:25][C:26](Br)=[C:27]([C:29]([O:31][CH2:32][P:33]([O:38][CH2:39][CH3:40])([O:35][CH2:36][CH3:37])=[O:34])=[O:30])[N:28]=1)([O:18][C:19]([CH3:22])([CH3:21])[CH3:20])=[O:17].C([Sn](CCCC)(CCCC)C=C)CCC.[F-].[Na+].